Task: Predict the product of the given reaction.. Dataset: Forward reaction prediction with 1.9M reactions from USPTO patents (1976-2016) Given the reactants [Cl:1][C:2]1[CH:11]=[CH:10][C:9]2[C:4](=[CH:5][CH:6]=[C:7]([Cl:12])[CH:8]=2)[N:3]=1.[Cl-].[Cl-].[Cl-].[Al+3].[Br:17]Br.CO, predict the reaction product. The product is: [Br:17][C:8]1[C:7]([Cl:12])=[CH:6][CH:5]=[C:4]2[C:9]=1[CH:10]=[CH:11][C:2]([Cl:1])=[N:3]2.